Dataset: Reaction yield outcomes from USPTO patents with 853,638 reactions. Task: Predict the reaction yield, written as a fraction of the theoretical maximum amount of product (1.0 means a 100% yield; for example, 0.34 means a 34% yield). (1) The reactants are [CH2:1]([O:3][C:4]([C:6]1[C:15](=[O:16])[C:14]2[C:13](=[O:17])[CH2:12][CH2:11][CH2:10][C:9]=2[NH:8][CH:7]=1)=[O:5])[CH3:2].II. The catalyst is C(O)C. The product is [CH2:1]([O:3][C:4]([C:6]1[C:15](=[O:16])[C:14]2[C:9](=[CH:10][CH:11]=[CH:12][C:13]=2[OH:17])[NH:8][CH:7]=1)=[O:5])[CH3:2]. The yield is 0.430. (2) The reactants are Cl[C:2]1[N:7]2[N:8]=[CH:9][CH:10]=[C:6]2[N:5]=[C:4]([NH:11][C:12](=[O:23])[C:13]2[CH:18]=[CH:17][C:16]([C:19]([OH:22])([CH3:21])[CH3:20])=[CH:15][CH:14]=2)[CH:3]=1.[NH:24]1[CH2:29][CH2:28][CH:27]([CH2:30][OH:31])[CH2:26][CH2:25]1. The catalyst is CN1C(=O)CCC1.CS(C)=O.CO. The product is [OH:31][CH2:30][CH:27]1[CH2:28][CH2:29][N:24]([C:2]2[N:7]3[N:8]=[CH:9][CH:10]=[C:6]3[N:5]=[C:4]([NH:11][C:12](=[O:23])[C:13]3[CH:18]=[CH:17][C:16]([C:19]([OH:22])([CH3:21])[CH3:20])=[CH:15][CH:14]=3)[CH:3]=2)[CH2:25][CH2:26]1. The yield is 0.890. (3) The reactants are Br[C:2]1[CH:7]=[CH:6][C:5]([NH:8][C:9]2[N:14]=[C:13]([NH:15][CH3:16])[C:12]([C:17]([F:20])([F:19])[F:18])=[CH:11][N:10]=2)=[C:4]([O:21][CH3:22])[CH:3]=1.[CH3:23][N:24]1[C:28]([Sn](CCCC)(CCCC)CCCC)=[CH:27][N:26]=[CH:25]1. The catalyst is O1CCOCC1.C1C=CC(P(C2C=CC=CC=2)[C-]2C=CC=C2)=CC=1.C1C=CC(P(C2C=CC=CC=2)[C-]2C=CC=C2)=CC=1.Cl[Pd]Cl.[Fe+2]. The product is [CH3:22][O:21][C:4]1[CH:3]=[C:2]([C:28]2[N:24]([CH3:23])[CH:25]=[N:26][CH:27]=2)[CH:7]=[CH:6][C:5]=1[NH:8][C:9]1[N:14]=[C:13]([NH:15][CH3:16])[C:12]([C:17]([F:20])([F:19])[F:18])=[CH:11][N:10]=1. The yield is 0.420. (4) The reactants are [C:1]([CH2:3][C:4]1[C:9]([C:10]([O:12][CH3:13])=[O:11])=[CH:8][C:7]([O:14][CH:15]([CH3:17])[CH3:16])=[CH:6][C:5]=1[C:18]([O:20]C)=O)#[N:2].[BH4-].[Na+].[NH4+].[Cl-].O. The catalyst is CO.O.O.O.O.O.O.[Co](Cl)Cl.CCOC(C)=O. The product is [O:20]=[C:18]1[C:5]2[CH:6]=[C:7]([O:14][CH:15]([CH3:17])[CH3:16])[CH:8]=[C:9]([C:10]([O:12][CH3:13])=[O:11])[C:4]=2[CH2:3][CH2:1][NH:2]1. The yield is 0.690. (5) The product is [C:21]([O:34][C:31]([N:35]1[CH2:23][CH2:24][CH:19]([C:14]2[NH:15][CH:16]=[C:17]([C:19]3[CH:24]=[CH:23][C:22]([F:25])=[C:21]([C:26]([F:27])([F:28])[F:29])[CH:20]=3)[N:11]=2)[CH2:17][CH2:16]1)=[O:33])([CH3:26])([CH3:22])[CH3:20]. The reactants are C(OC(C1CC[N:11]([C:14](=O)[NH:15][CH2:16][C:17]([C:19]2[CH:24]=[CH:23][C:22]([F:25])=[C:21]([C:26]([F:29])([F:28])[F:27])[CH:20]=2)=O)CC1)=O)(C)(C)C.[C:31]([O-:34])(=[O:33])C.[NH4+:35]. The yield is 0.570. The catalyst is CO. (6) The reactants are F[C:2]1[CH:7]=[CH:6][C:5]([N+:8]([O-:10])=[O:9])=[C:4]([CH3:11])[N:3]=1.[NH:12]1[CH2:17][CH2:16][O:15][CH2:14][CH2:13]1.C(=O)([O-])[O-].[K+].[K+]. The catalyst is CS(C)=O. The product is [CH3:11][C:4]1[N:3]=[C:2]([N:12]2[CH2:17][CH2:16][O:15][CH2:14][CH2:13]2)[CH:7]=[CH:6][C:5]=1[N+:8]([O-:10])=[O:9]. The yield is 0.990.